Dataset: Reaction yield outcomes from USPTO patents with 853,638 reactions. Task: Predict the reaction yield, written as a fraction of the theoretical maximum amount of product (1.0 means a 100% yield; for example, 0.34 means a 34% yield). (1) The reactants are [F:8][C:7]([F:10])([F:9])[C:6](O[C:6](=[O:11])[C:7]([F:10])([F:9])[F:8])=[O:11].[Cl:14][C:15]1[CH:20]=[CH:19][CH:18]=[CH:17][C:16]=1[CH:21]([CH3:24])[CH2:22][NH2:23].CS(O)(=O)=O.[Br:30]N1C(C)(C)C(=O)N(Br)C1=O. The catalyst is C(Cl)Cl. The product is [Br:30][C:19]1[CH:18]=[CH:17][C:16]([CH:21]([CH3:24])[CH2:22][NH:23][C:6](=[O:11])[C:7]([F:8])([F:9])[F:10])=[C:15]([Cl:14])[CH:20]=1. The yield is 0.500. (2) The reactants are [OH:1][CH2:2][C:3]#[C:4][C:5]1[CH:10]=[CH:9][C:8]([N:11]2[CH2:16][CH2:15][N:14]([C:17]([O:19][C:20]([CH3:23])([CH3:22])[CH3:21])=[O:18])[CH2:13][CH2:12]2)=[CH:7][CH:6]=1.CCOC(C)=O. The catalyst is CCO.[Pd]. The product is [OH:1][CH2:2][CH2:3][CH2:4][C:5]1[CH:6]=[CH:7][C:8]([N:11]2[CH2:12][CH2:13][N:14]([C:17]([O:19][C:20]([CH3:23])([CH3:22])[CH3:21])=[O:18])[CH2:15][CH2:16]2)=[CH:9][CH:10]=1. The yield is 0.710.